From a dataset of Full USPTO retrosynthesis dataset with 1.9M reactions from patents (1976-2016). Predict the reactants needed to synthesize the given product. (1) Given the product [Cl:50][CH2:21][C:19]1[CH:18]=[CH:17][CH:16]=[C:15]([O:14][CH2:13][C:3]2[N:4]=[C:5]([C:7]3[CH:12]=[CH:11][CH:10]=[CH:9][CH:8]=3)[O:6][C:2]=2[CH3:1])[N:20]=1, predict the reactants needed to synthesize it. The reactants are: [CH3:1][C:2]1[O:6][C:5]([C:7]2[CH:12]=[CH:11][CH:10]=[CH:9][CH:8]=2)=[N:4][C:3]=1[CH2:13][O:14][C:15]1[N:20]=[C:19]([C:21](OC)=O)[CH:18]=[CH:17][CH:16]=1.[H-].[Al+3].[Li+].[H-].[H-].[H-].O.O.O.O.O.O.O.O.O.O.[O-]S([O-])(=O)=O.[Na+].[Na+].S(Cl)([Cl:50])=O. (2) Given the product [OH:1][C:2]1[C:3]([C:18]([NH:20][CH2:21][C:22]([OH:24])=[O:23])=[O:19])=[C:4]2[C:9](=[CH:10][C:11]=1[C:12]1[S:13][CH:14]=[C:15]([CH3:17])[N:16]=1)[N:8]=[CH:7][CH:6]=[N:5]2, predict the reactants needed to synthesize it. The reactants are: [OH:1][C:2]1[C:3]([C:18]([NH:20][CH2:21][C:22]([O:24]CC)=[O:23])=[O:19])=[C:4]2[C:9](=[CH:10][C:11]=1[C:12]1[S:13][CH:14]=[C:15]([CH3:17])[N:16]=1)[N:8]=[CH:7][CH:6]=[N:5]2.[OH-].[Na+].